From a dataset of Full USPTO retrosynthesis dataset with 1.9M reactions from patents (1976-2016). Predict the reactants needed to synthesize the given product. (1) Given the product [OH:7][CH:4]1[CH2:5][CH2:6][N:1]([C:15]2[CH:25]=[CH:24][C:18]([C:19]([O:21][CH2:22][CH3:23])=[O:20])=[CH:17][CH:16]=2)[CH2:2][CH2:3]1, predict the reactants needed to synthesize it. The reactants are: [NH:1]1[CH2:6][CH2:5][CH:4]([OH:7])[CH2:3][CH2:2]1.C([O-])([O-])=O.[K+].[K+].F[C:15]1[CH:25]=[CH:24][C:18]([C:19]([O:21][CH2:22][CH3:23])=[O:20])=[CH:17][CH:16]=1. (2) Given the product [C:11]([O:15][C:16]([N:18]1[CH2:24][CH2:23][CH2:22][C@H:19]1[CH2:20][NH:6][C:5]1[CH:7]=[CH:8][C:2]([Cl:1])=[C:3]([O:9][CH3:10])[CH:4]=1)=[O:17])([CH3:14])([CH3:12])[CH3:13], predict the reactants needed to synthesize it. The reactants are: [Cl:1][C:2]1[CH:8]=[CH:7][C:5]([NH2:6])=[CH:4][C:3]=1[O:9][CH3:10].[C:11]([O:15][C:16]([N:18]1[CH2:24][CH2:23][CH2:22][C@H:19]1[CH:20]=O)=[O:17])([CH3:14])([CH3:13])[CH3:12].C([BH3-])#N.[Na+].C(=O)(O)[O-].[Na+]. (3) Given the product [Cl:21][C:18]1[CH:19]=[CH:20][C:15]([CH2:14][CH2:13][C:11]2[NH:10][N:9]=[C:8]([C:6]([OH:7])=[O:5])[CH:12]=2)=[CH:16][CH:17]=1, predict the reactants needed to synthesize it. The reactants are: [OH-].[Na+].C([O:5][C:6]([C:8]1[CH:12]=[C:11]([CH2:13][CH2:14][C:15]2[CH:20]=[CH:19][C:18]([Cl:21])=[CH:17][CH:16]=2)[NH:10][N:9]=1)=[O:7])C. (4) Given the product [F:1][C:2]1[CH:7]=[CH:6][C:5]([C:8]2[NH:12][N:11]=[CH:10][C:9]=2[C:13]2[S:14][CH:15]=[C:16]([CH2:18][C:19]([OH:21])=[O:20])[N:17]=2)=[CH:4][CH:3]=1, predict the reactants needed to synthesize it. The reactants are: [F:1][C:2]1[CH:7]=[CH:6][C:5]([C:8]2[NH:12][N:11]=[CH:10][C:9]=2[C:13]2[S:14][CH:15]=[C:16]([CH2:18][C:19]([O:21]CC)=[O:20])[N:17]=2)=[CH:4][CH:3]=1.[OH-].[Na+]. (5) Given the product [OH:28][CH2:27][CH2:26][N:1]1[CH2:6][CH2:5][CH:4]([C:7]2[CH:12]=[CH:11][CH:10]=[C:9]([O:13][C:14]([F:16])([F:17])[F:15])[C:8]=2[OH:18])[CH2:3][CH2:2]1, predict the reactants needed to synthesize it. The reactants are: [NH:1]1[CH2:6][CH2:5][CH:4]([C:7]2[CH:12]=[CH:11][CH:10]=[C:9]([O:13][C:14]([F:17])([F:16])[F:15])[C:8]=2[OH:18])[CH2:3][CH2:2]1.C(=O)([O-])[O-].[K+].[K+].I[CH2:26][CH2:27][OH:28]. (6) Given the product [CH3:30][C:25]1([CH3:31])[C:26]([CH3:29])([CH3:28])[O:27][B:23]([C:2]2[CH:7]=[CH:6][C:5]([NH:8][C:9]3[O:10][C:11]4[CH:17]=[CH:16][C:15]([O:18][C:19]([F:22])([F:21])[F:20])=[CH:14][C:12]=4[N:13]=3)=[CH:4][CH:3]=2)[O:24]1, predict the reactants needed to synthesize it. The reactants are: Br[C:2]1[CH:7]=[CH:6][C:5]([NH:8][C:9]2[O:10][C:11]3[CH:17]=[CH:16][C:15]([O:18][C:19]([F:22])([F:21])[F:20])=[CH:14][C:12]=3[N:13]=2)=[CH:4][CH:3]=1.[B:23]1([B:23]2[O:27][C:26]([CH3:29])([CH3:28])[C:25]([CH3:31])([CH3:30])[O:24]2)[O:27][C:26]([CH3:29])([CH3:28])[C:25]([CH3:31])([CH3:30])[O:24]1.ClCCl.C([O-])(=O)C.[K+].